Dataset: Peptide-MHC class II binding affinity with 134,281 pairs from IEDB. Task: Regression. Given a peptide amino acid sequence and an MHC pseudo amino acid sequence, predict their binding affinity value. This is MHC class II binding data. (1) The peptide sequence is ATSPTAEGGKATTEE. The MHC is DRB1_1602 with pseudo-sequence DRB1_1602. The binding affinity (normalized) is 0.139. (2) The peptide sequence is EKKYFAATQFEPLRA. The MHC is HLA-DPA10201-DPB10101 with pseudo-sequence HLA-DPA10201-DPB10101. The binding affinity (normalized) is 1.00.